Dataset: Forward reaction prediction with 1.9M reactions from USPTO patents (1976-2016). Task: Predict the product of the given reaction. Given the reactants [F:1][C:2]1[CH:3]=[C:4]([C:13]2[CH:18]=[CH:17][C:16]([O:19][CH3:20])=[C:15]([F:21])[CH:14]=2)[CH:5]=[C:6]2[C:11]=1[CH:10]=[C:9]([OH:12])[CH:8]=[CH:7]2.C1C(=O)N([Cl:29])C(=O)C1, predict the reaction product. The product is: [Cl:29][C:10]1[C:11]2[C:6](=[CH:5][C:4]([C:13]3[CH:18]=[CH:17][C:16]([O:19][CH3:20])=[C:15]([F:21])[CH:14]=3)=[CH:3][C:2]=2[F:1])[CH:7]=[CH:8][C:9]=1[OH:12].